From a dataset of Peptide-MHC class I binding affinity with 185,985 pairs from IEDB/IMGT. Regression. Given a peptide amino acid sequence and an MHC pseudo amino acid sequence, predict their binding affinity value. This is MHC class I binding data. (1) The peptide sequence is SKIFINSII. The MHC is H-2-Dd with pseudo-sequence H-2-Dd. The binding affinity (normalized) is 0.138. (2) The peptide sequence is VVMDYLDNLK. The MHC is HLA-A33:01 with pseudo-sequence HLA-A33:01. The binding affinity (normalized) is 0.00584. (3) The peptide sequence is ITFFQEVPH. The MHC is HLA-A11:01 with pseudo-sequence HLA-A11:01. The binding affinity (normalized) is 0.511. (4) The peptide sequence is HFKKRFSTL. The MHC is HLA-A30:01 with pseudo-sequence HLA-A30:01. The binding affinity (normalized) is 0.427. (5) The peptide sequence is RGPYRAFVTI. The MHC is Mamu-B01 with pseudo-sequence Mamu-B01. The binding affinity (normalized) is 0.